This data is from Reaction yield outcomes from USPTO patents with 853,638 reactions. The task is: Predict the reaction yield, written as a fraction of the theoretical maximum amount of product (1.0 means a 100% yield; for example, 0.34 means a 34% yield). (1) The reactants are [Cl:1][C:2]([Cl:15])=[C:3]1[CH:7]2[C:8]3[C:13]([CH:4]1[CH2:5][CH2:6]2)=[CH:12][CH:11]=[CH:10][C:9]=3[NH2:14].C(N(CC)CC)C.[F:23][CH:24]([F:34])[C:25]1[C:29]([C:30](Cl)=[O:31])=[CH:28][N:27]([CH3:33])[N:26]=1. The catalyst is C1(C)C(C)=CC=CC=1. The product is [Cl:1][C:2]([Cl:15])=[C:3]1[CH:7]2[C:8]3[C:13]([CH:4]1[CH2:5][CH2:6]2)=[CH:12][CH:11]=[CH:10][C:9]=3[NH:14][C:30]([C:29]1[C:25]([CH:24]([F:34])[F:23])=[N:26][N:27]([CH3:33])[CH:28]=1)=[O:31]. The yield is 0.820. (2) The reactants are [N+:1]([C:4]1[CH:27]=[CH:26][C:25]([N:28]2[CH2:33][CH2:32][CH2:31][CH2:30][CH2:29]2)=[CH:24][C:5]=1[C:6]([NH:8][C:9]1[NH:10][N:11]=[C:12]([C:14]2[CH:19]=[CH:18][CH:17]=[C:16]([C:20]([F:23])([F:22])[F:21])[CH:15]=2)[N:13]=1)=[O:7])([O-])=O. The catalyst is CO.[Pd]. The product is [NH2:1][C:4]1[CH:27]=[CH:26][C:25]([N:28]2[CH2:33][CH2:32][CH2:31][CH2:30][CH2:29]2)=[CH:24][C:5]=1[C:6]([NH:8][C:9]1[NH:10][N:11]=[C:12]([C:14]2[CH:19]=[CH:18][CH:17]=[C:16]([C:20]([F:23])([F:21])[F:22])[CH:15]=2)[N:13]=1)=[O:7]. The yield is 0.410. (3) The reactants are [CH2:1]1[CH2:11]CN2C(=NCCC2)C[CH2:2]1.[OH:12][CH:13]([C:19]1[CH:24]=[CH:23][C:22]([N:25]2[C:29](=[O:30])[CH2:28][CH2:27][C@@H:26]2[CH2:31][CH2:32][CH2:33][C:34]2[S:38][C:37]([C:39]([OH:41])=[O:40])=[CH:36][CH:35]=2)=[CH:21][CH:20]=1)[CH2:14][CH2:15][CH2:16][CH2:17][CH3:18].IC(C)C. The catalyst is CC(C)=O. The product is [CH:1]([O:40][C:39]([C:37]1[S:38][C:34]([CH2:33][CH2:32][CH2:31][C@H:26]2[CH2:27][CH2:28][C:29](=[O:30])[N:25]2[C:22]2[CH:21]=[CH:20][C:19]([CH:13]([OH:12])[CH2:14][CH2:15][CH2:16][CH2:17][CH3:18])=[CH:24][CH:23]=2)=[CH:35][CH:36]=1)=[O:41])([CH3:11])[CH3:2]. The yield is 0.530. (4) The reactants are [Cl:1][C:2]1[CH:3]=[C:4]([CH:8]=[C:9]([CH3:11])[N:10]=1)[C:5](O)=[O:6].Cl.[CH3:13][NH:14][O:15][CH3:16].C(N(CC)CC)C.C1C=C2N=NN(O)C2=CC=1.O.C(Cl)CCl. The catalyst is CN(C=O)C.O. The product is [Cl:1][C:2]1[CH:3]=[C:4]([CH:8]=[C:9]([CH3:11])[N:10]=1)[C:5]([N:14]([O:15][CH3:16])[CH3:13])=[O:6]. The yield is 0.930. (5) The reactants are [Cl:1][C:2]1[CH:3]=[C:4]([C:8]2[N:13]=[C:12]3[CH2:14][CH2:15][CH2:16][C:11]3=[C:10]([NH:17][C:18]3[CH:19]=[C:20]([CH2:24][C:25](OC)=[O:26])[CH:21]=[CH:22][CH:23]=3)[CH:9]=2)[CH:5]=[CH:6][CH:7]=1.[NH3:29]. The catalyst is CO. The product is [ClH:1].[Cl:1][C:2]1[CH:3]=[C:4]([C:8]2[N:13]=[C:12]3[CH2:14][CH2:15][CH2:16][C:11]3=[C:10]([NH:17][C:18]3[CH:19]=[C:20]([CH2:24][C:25]([NH2:29])=[O:26])[CH:21]=[CH:22][CH:23]=3)[CH:9]=2)[CH:5]=[CH:6][CH:7]=1. The yield is 0.860. (6) The reactants are [F:1][C:2]1[CH:3]=[C:4]2[C:8](=[CH:9][CH:10]=1)[NH:7][C:6](=[O:11])[CH:5]2C(OC)=O.Cl.[OH-].[Na+]. The catalyst is CO. The product is [F:1][C:2]1[CH:3]=[C:4]2[C:8](=[CH:9][CH:10]=1)[NH:7][C:6](=[O:11])[CH2:5]2. The yield is 0.800.